From a dataset of Catalyst prediction with 721,799 reactions and 888 catalyst types from USPTO. Predict which catalyst facilitates the given reaction. (1) Reactant: [CH2:1](Br)[C:2]1[CH:7]=[CH:6][CH:5]=[CH:4][CH:3]=1.[CH2:9]([O:11][C:12]1[C:21]2[C:16](=[CH:17][CH:18]=[CH:19][CH:20]=2)[C:15]([OH:22])=[C:14]([C:23]([O:25][CH2:26][CH3:27])=[O:24])[C:13]=1[C:28]([O:30][CH2:31][CH3:32])=[O:29])[CH3:10].C(=O)([O-])[O-].[K+].[K+]. Product: [CH2:9]([O:11][C:12]1[C:21]2[C:16](=[CH:17][CH:18]=[CH:19][CH:20]=2)[C:15]([O:22][CH2:1][C:2]2[CH:7]=[CH:6][CH:5]=[CH:4][CH:3]=2)=[C:14]([C:23]([O:25][CH2:26][CH3:27])=[O:24])[C:13]=1[C:28]([O:30][CH2:31][CH3:32])=[O:29])[CH3:10]. The catalyst class is: 21. (2) Reactant: [O:1]1[C:7]2[CH:8]=[CH:9][C:10]([C:12]3[CH:13]=[CH:14][C:15]([NH2:18])=[N:16][CH:17]=3)=[CH:11][C:6]=2[CH2:5][NH:4][CH2:3][CH2:2]1.C(N(CC)CC)C.[F:26][C:27]1[C:28]([CH3:40])=[C:29]([CH:33]=[CH:34][C:35]=1[S:36]([CH3:39])(=[O:38])=[O:37])[C:30](Cl)=[O:31]. The catalyst class is: 46. Product: [NH2:18][C:15]1[N:16]=[CH:17][C:12]([C:10]2[CH:9]=[CH:8][C:7]3[O:1][CH2:2][CH2:3][N:4]([C:30]([C:29]4[CH:33]=[CH:34][C:35]([S:36]([CH3:39])(=[O:38])=[O:37])=[C:27]([F:26])[C:28]=4[CH3:40])=[O:31])[CH2:5][C:6]=3[CH:11]=2)=[CH:13][CH:14]=1.